The task is: Regression. Given two drug SMILES strings and cell line genomic features, predict the synergy score measuring deviation from expected non-interaction effect.. This data is from NCI-60 drug combinations with 297,098 pairs across 59 cell lines. (1) Drug 1: C1CCN(CC1)CCOC2=CC=C(C=C2)C(=O)C3=C(SC4=C3C=CC(=C4)O)C5=CC=C(C=C5)O. Drug 2: CCC1(CC2CC(C3=C(CCN(C2)C1)C4=CC=CC=C4N3)(C5=C(C=C6C(=C5)C78CCN9C7C(C=CC9)(C(C(C8N6C)(C(=O)OC)O)OC(=O)C)CC)OC)C(=O)OC)O.OS(=O)(=O)O. Cell line: EKVX. Synergy scores: CSS=43.5, Synergy_ZIP=6.41, Synergy_Bliss=9.73, Synergy_Loewe=-28.7, Synergy_HSA=9.58. (2) Drug 1: C1CC(=O)NC(=O)C1N2CC3=C(C2=O)C=CC=C3N. Drug 2: CCC1(C2=C(COC1=O)C(=O)N3CC4=CC5=C(C=CC(=C5CN(C)C)O)N=C4C3=C2)O.Cl. Cell line: DU-145. Synergy scores: CSS=34.4, Synergy_ZIP=-1.96, Synergy_Bliss=-2.47, Synergy_Loewe=-28.9, Synergy_HSA=-1.87.